This data is from NCI-60 drug combinations with 297,098 pairs across 59 cell lines. The task is: Regression. Given two drug SMILES strings and cell line genomic features, predict the synergy score measuring deviation from expected non-interaction effect. Drug 1: CC(C)(C#N)C1=CC(=CC(=C1)CN2C=NC=N2)C(C)(C)C#N. Drug 2: C1CC(=O)NC(=O)C1N2C(=O)C3=CC=CC=C3C2=O. Cell line: LOX IMVI. Synergy scores: CSS=-6.44, Synergy_ZIP=6.86, Synergy_Bliss=6.14, Synergy_Loewe=-5.71, Synergy_HSA=-5.71.